Task: Regression. Given two drug SMILES strings and cell line genomic features, predict the synergy score measuring deviation from expected non-interaction effect.. Dataset: NCI-60 drug combinations with 297,098 pairs across 59 cell lines (1) Drug 1: CC1C(C(CC(O1)OC2CC(CC3=C2C(=C4C(=C3O)C(=O)C5=C(C4=O)C(=CC=C5)OC)O)(C(=O)CO)O)N)O.Cl. Drug 2: CN(CC1=CN=C2C(=N1)C(=NC(=N2)N)N)C3=CC=C(C=C3)C(=O)NC(CCC(=O)O)C(=O)O. Cell line: MDA-MB-435. Synergy scores: CSS=29.7, Synergy_ZIP=-4.89, Synergy_Bliss=-8.13, Synergy_Loewe=-23.7, Synergy_HSA=-7.72. (2) Drug 1: C1=NC2=C(N1)C(=S)N=C(N2)N. Drug 2: CCCCC(=O)OCC(=O)C1(CC(C2=C(C1)C(=C3C(=C2O)C(=O)C4=C(C3=O)C=CC=C4OC)O)OC5CC(C(C(O5)C)O)NC(=O)C(F)(F)F)O. Cell line: COLO 205. Synergy scores: CSS=19.2, Synergy_ZIP=-0.243, Synergy_Bliss=-1.18, Synergy_Loewe=-3.17, Synergy_HSA=-2.57. (3) Drug 1: CC1C(C(CC(O1)OC2CC(CC3=C2C(=C4C(=C3O)C(=O)C5=C(C4=O)C(=CC=C5)OC)O)(C(=O)C)O)N)O.Cl. Drug 2: C1CCC(CC1)NC(=O)N(CCCl)N=O. Cell line: OVCAR-8. Synergy scores: CSS=38.5, Synergy_ZIP=-8.93, Synergy_Bliss=0.241, Synergy_Loewe=-18.4, Synergy_HSA=0.674. (4) Drug 1: C1CCN(CC1)CCOC2=CC=C(C=C2)C(=O)C3=C(SC4=C3C=CC(=C4)O)C5=CC=C(C=C5)O. Drug 2: C1=CC(=CC=C1CC(C(=O)O)N)N(CCCl)CCCl.Cl. Cell line: SK-OV-3. Synergy scores: CSS=14.5, Synergy_ZIP=-3.11, Synergy_Bliss=-0.378, Synergy_Loewe=-4.76, Synergy_HSA=-4.26. (5) Drug 1: CC1=C2C(C(=O)C3(C(CC4C(C3C(C(C2(C)C)(CC1OC(=O)C(C(C5=CC=CC=C5)NC(=O)OC(C)(C)C)O)O)OC(=O)C6=CC=CC=C6)(CO4)OC(=O)C)OC)C)OC. Drug 2: CN(C)N=NC1=C(NC=N1)C(=O)N. Cell line: SF-268. Synergy scores: CSS=21.0, Synergy_ZIP=-1.51, Synergy_Bliss=-5.80, Synergy_Loewe=-39.5, Synergy_HSA=-9.14. (6) Drug 1: COC1=CC(=CC(=C1O)OC)C2C3C(COC3=O)C(C4=CC5=C(C=C24)OCO5)OC6C(C(C7C(O6)COC(O7)C8=CC=CS8)O)O. Drug 2: C1=NC2=C(N1)C(=S)N=CN2. Cell line: ACHN. Synergy scores: CSS=57.5, Synergy_ZIP=-1.96, Synergy_Bliss=-0.645, Synergy_Loewe=-17.0, Synergy_HSA=1.91. (7) Drug 1: CCCS(=O)(=O)NC1=C(C(=C(C=C1)F)C(=O)C2=CNC3=C2C=C(C=N3)C4=CC=C(C=C4)Cl)F. Drug 2: CN(C)C1=NC(=NC(=N1)N(C)C)N(C)C. Cell line: SK-MEL-5. Synergy scores: CSS=31.5, Synergy_ZIP=3.64, Synergy_Bliss=4.02, Synergy_Loewe=-20.2, Synergy_HSA=-0.375.